From a dataset of Peptide-MHC class II binding affinity with 134,281 pairs from IEDB. Regression. Given a peptide amino acid sequence and an MHC pseudo amino acid sequence, predict their binding affinity value. This is MHC class II binding data. (1) The peptide sequence is QKTKQIGNRPGPSRG. The MHC is HLA-DQA10103-DQB10603 with pseudo-sequence HLA-DQA10103-DQB10603. The binding affinity (normalized) is 0. (2) The peptide sequence is KSSKPLVGPFNFRFM. The MHC is HLA-DQA10101-DQB10501 with pseudo-sequence HLA-DQA10101-DQB10501. The binding affinity (normalized) is 0. (3) The peptide sequence is SPHHKKLAQAVMEMT. The MHC is HLA-DQA10501-DQB10303 with pseudo-sequence HLA-DQA10501-DQB10303. The binding affinity (normalized) is 0.373. (4) The peptide sequence is FAAEKEEELR. The MHC is HLA-DQA10501-DQB10201 with pseudo-sequence HLA-DQA10501-DQB10201. The binding affinity (normalized) is 0.278.